Dataset: Forward reaction prediction with 1.9M reactions from USPTO patents (1976-2016). Task: Predict the product of the given reaction. (1) Given the reactants [Cl:1][C:2]1[CH:24]=[CH:23][C:5]([CH2:6][NH:7][C:8]([C:10]2[C:11](=[O:22])[C:12]3[CH:20]=[C:19](I)[S:18][C:13]=3[N:14]([CH2:16][CH3:17])[CH:15]=2)=[O:9])=[CH:4][CH:3]=1.[CH2:25]([OH:28])[C:26]#[CH:27], predict the reaction product. The product is: [Cl:1][C:2]1[CH:24]=[CH:23][C:5]([CH2:6][NH:7][C:8]([C:10]2[C:11](=[O:22])[C:12]3[CH:20]=[C:19]([C:27]#[C:26][CH2:25][OH:28])[S:18][C:13]=3[N:14]([CH2:16][CH3:17])[CH:15]=2)=[O:9])=[CH:4][CH:3]=1. (2) Given the reactants [Cl:1][C:2]1[N:11]=[C:10](Cl)[C:9]2[C:4](=[CH:5][CH:6]=[C:7]([CH3:13])[CH:8]=2)[N:3]=1.C(N(CC)CC)C.[CH3:21][C:22]1([CH3:29])[O:26][CH:25]([CH2:27][NH2:28])[CH2:24][O:23]1, predict the reaction product. The product is: [Cl:1][C:2]1[N:11]=[C:10]([NH:28][CH2:27][CH:25]2[CH2:24][O:23][C:22]([CH3:29])([CH3:21])[O:26]2)[C:9]2[C:4](=[CH:5][CH:6]=[C:7]([CH3:13])[CH:8]=2)[N:3]=1.